The task is: Predict the reaction yield, written as a fraction of the theoretical maximum amount of product (1.0 means a 100% yield; for example, 0.34 means a 34% yield).. This data is from Reaction yield outcomes from USPTO patents with 853,638 reactions. (1) The reactants are Cl[C:2]1[CH:7]=[C:6]([O:8][C:9]2[C:10]([CH3:16])=[N:11][C:12]([CH3:15])=[CH:13][CH:14]=2)[CH:5]=[CH:4][N:3]=1.[NH2:17][C:18]1[CH:28]=[CH:27][C:21]([C:22]([N:24]([CH3:26])[CH3:25])=[O:23])=[CH:20][CH:19]=1.C([O-])([O-])=O.[Cs+].[Cs+]. The catalyst is CC(N(C)C)=O. The product is [CH3:16][C:10]1[C:9]([O:8][C:6]2[CH:5]=[CH:4][N:3]=[C:2]([NH:17][C:18]3[CH:28]=[CH:27][C:21]([C:22]([N:24]([CH3:26])[CH3:25])=[O:23])=[CH:20][CH:19]=3)[CH:7]=2)=[CH:14][CH:13]=[C:12]([CH3:15])[N:11]=1. The yield is 0.520. (2) The reactants are [CH3:1][NH:2][C:3]1[C:8]([CH2:9][OH:10])=[CH:7][N:6]=[C:5]([S:11][CH3:12])[N:4]=1. The catalyst is O=[Mn]=O. The product is [CH3:1][NH:2][C:3]1[C:8]([CH:9]=[O:10])=[CH:7][N:6]=[C:5]([S:11][CH3:12])[N:4]=1. The yield is 0.920. (3) The reactants are [C:1]([C:5]1[CH:13]=[CH:12][C:8]([C:9](Cl)=[O:10])=[CH:7][CH:6]=1)([CH3:4])([CH3:3])[CH3:2].[S-:14][C:15]#[N:16].[NH4+].C(OCC)(=O)C. The catalyst is CC(C)=O. The product is [C:1]([C:5]1[CH:13]=[CH:12][C:8]([C:9]([N:16]=[C:15]=[S:14])=[O:10])=[CH:7][CH:6]=1)([CH3:4])([CH3:3])[CH3:2]. The yield is 0.880.